From a dataset of Reaction yield outcomes from USPTO patents with 853,638 reactions. Predict the reaction yield, written as a fraction of the theoretical maximum amount of product (1.0 means a 100% yield; for example, 0.34 means a 34% yield). The reactants are [F:1][C:2]1[CH:11]=[C:10]2[C:5]([CH:6]=[CH:7][C:8](O)=[N:9]2)=[N:4][CH:3]=1.O=P(Cl)(Cl)[Cl:15]. The catalyst is C(#N)C.C(OC(=O)C)C. The product is [Cl:15][C:8]1[CH:7]=[CH:6][C:5]2[C:10](=[CH:11][C:2]([F:1])=[CH:3][N:4]=2)[N:9]=1. The yield is 0.749.